This data is from NCI-60 drug combinations with 297,098 pairs across 59 cell lines. The task is: Regression. Given two drug SMILES strings and cell line genomic features, predict the synergy score measuring deviation from expected non-interaction effect. (1) Drug 2: CC12CCC3C(C1CCC2O)C(CC4=C3C=CC(=C4)O)CCCCCCCCCS(=O)CCCC(C(F)(F)F)(F)F. Cell line: NCI-H322M. Synergy scores: CSS=27.4, Synergy_ZIP=2.41, Synergy_Bliss=2.53, Synergy_Loewe=-14.5, Synergy_HSA=2.50. Drug 1: CCC1=CC2CC(C3=C(CN(C2)C1)C4=CC=CC=C4N3)(C5=C(C=C6C(=C5)C78CCN9C7C(C=CC9)(C(C(C8N6C)(C(=O)OC)O)OC(=O)C)CC)OC)C(=O)OC.C(C(C(=O)O)O)(C(=O)O)O. (2) Drug 1: C1CC(=O)NC(=O)C1N2CC3=C(C2=O)C=CC=C3N. Drug 2: C1=NC2=C(N1)C(=S)N=C(N2)N. Cell line: HL-60(TB). Synergy scores: CSS=53.5, Synergy_ZIP=8.16, Synergy_Bliss=7.07, Synergy_Loewe=-29.4, Synergy_HSA=6.00. (3) Drug 1: C1=CC(=C2C(=C1NCCNCCO)C(=O)C3=C(C=CC(=C3C2=O)O)O)NCCNCCO. Drug 2: C1=NC2=C(N1)C(=S)N=C(N2)N. Cell line: LOX IMVI. Synergy scores: CSS=62.7, Synergy_ZIP=-4.84, Synergy_Bliss=-8.09, Synergy_Loewe=-5.14, Synergy_HSA=-2.94.